Task: Predict the product of the given reaction.. Dataset: Forward reaction prediction with 1.9M reactions from USPTO patents (1976-2016) (1) Given the reactants [NH2:1][C:2]1[C:3](=[O:13])[C:4]2[C:9]([C:10](=[O:12])[CH:11]=1)=[CH:8][CH:7]=[CH:6][CH:5]=2.[H-].[Na+].[C:16](Cl)(=[O:20])[CH:17]([CH3:19])[CH3:18], predict the reaction product. The product is: [O:13]=[C:3]1[C:4]2[C:9](=[CH:8][CH:7]=[CH:6][CH:5]=2)[C:10](=[O:12])[CH:11]=[C:2]1[NH:1][C:16](=[O:20])[CH:17]([CH3:19])[CH3:18]. (2) The product is: [OH2:8].[CH3:16][C:4]1[CH:5]=[C:6]([O:8][CH2:9][CH2:10][CH2:11][S:12]([CH3:15])(=[O:14])=[O:13])[CH:7]=[C:2]([CH3:1])[C:3]=1[C:17]1[CH:22]=[CH:21][CH:20]=[C:19]([CH2:23][O:24][C:25]2[CH:37]=[CH:36][C:28]3[C@H:29]([CH2:32][C:33]([OH:35])=[O:34])[CH2:30][O:31][C:27]=3[CH:26]=2)[CH:18]=1. Given the reactants [CH3:1][C:2]1[CH:7]=[C:6]([O:8][CH2:9][CH2:10][CH2:11][S:12]([CH3:15])(=[O:14])=[O:13])[CH:5]=[C:4]([CH3:16])[C:3]=1[C:17]1[CH:22]=[CH:21][CH:20]=[C:19]([CH2:23][O:24][C:25]2[CH:37]=[CH:36][C:28]3[C@H:29]([CH2:32][C:33]([OH:35])=[O:34])[CH2:30][O:31][C:27]=3[CH:26]=2)[CH:18]=1.O, predict the reaction product. (3) Given the reactants Br[C:2]1[CH:3]=[CH:4][C:5]([F:10])=[C:6]([CH:9]=1)[C:7]#[N:8].[CH3:11][C:12]1([CH3:28])[C:16]([CH3:18])([CH3:17])[O:15][B:14]([B:14]2[O:15][C:16]([CH3:18])([CH3:17])[C:12]([CH3:28])([CH3:11])[O:13]2)[O:13]1.C([O-])(=O)C.[K+], predict the reaction product. The product is: [F:10][C:5]1[CH:4]=[CH:3][C:2]([B:14]2[O:15][C:16]([CH3:18])([CH3:17])[C:12]([CH3:28])([CH3:11])[O:13]2)=[CH:9][C:6]=1[C:7]#[N:8]. (4) Given the reactants Cl.[C:2]([CH2:4][NH:5][C:6]([C@@H:8]1[CH2:12][C@@H:11]([S:13]([C:16]2[CH:21]=[CH:20][CH:19]=[CH:18][C:17]=2[Cl:22])(=[O:15])=[O:14])[CH2:10][NH:9]1)=[O:7])#[N:3].[F:23][C:24]1[CH:32]=[CH:31][C:27]([C:28](O)=[O:29])=[CH:26][CH:25]=1, predict the reaction product. The product is: [C:2]([CH2:4][NH:5][C:6]([C@@H:8]1[CH2:12][C@@H:11]([S:13]([C:16]2[CH:21]=[CH:20][CH:19]=[CH:18][C:17]=2[Cl:22])(=[O:14])=[O:15])[CH2:10][N:9]1[C:28](=[O:29])[C:27]1[CH:31]=[CH:32][C:24]([F:23])=[CH:25][CH:26]=1)=[O:7])#[N:3].